Dataset: Peptide-MHC class II binding affinity with 134,281 pairs from IEDB. Task: Regression. Given a peptide amino acid sequence and an MHC pseudo amino acid sequence, predict their binding affinity value. This is MHC class II binding data. (1) The peptide sequence is WASHIHLVIHRIRTL. The MHC is HLA-DQA10501-DQB10402 with pseudo-sequence HLA-DQA10501-DQB10402. The binding affinity (normalized) is 0.797. (2) The peptide sequence is YDKFLANVSGVLTGK. The MHC is DRB1_1101 with pseudo-sequence DRB1_1101. The binding affinity (normalized) is 0.589. (3) The peptide sequence is FKSGRGCGSCFEIKC. The MHC is DRB1_0405 with pseudo-sequence DRB1_0405. The binding affinity (normalized) is 0.0855. (4) The peptide sequence is CRSCTLPPLRYMGED. The MHC is DRB1_0802 with pseudo-sequence DRB1_0802. The binding affinity (normalized) is 0.208. (5) The peptide sequence is GKLFTQTMKGVERLA. The MHC is DRB1_0401 with pseudo-sequence DRB1_0401. The binding affinity (normalized) is 0.119. (6) The binding affinity (normalized) is 0.525. The peptide sequence is KYRWLNLSANGDLRL. The MHC is DRB1_0301 with pseudo-sequence DRB1_0301.